Predict the product of the given reaction. From a dataset of Forward reaction prediction with 1.9M reactions from USPTO patents (1976-2016). (1) Given the reactants C(OC(=O)[N:7]([CH:25]([CH3:27])[CH3:26])[C:8]1[C:9]2[N:10]([C:14]([C:17]3[CH:22]=[CH:21][N:20]=[C:19](SC)[N:18]=3)=[CH:15][N:16]=2)[CH:11]=[CH:12][N:13]=1)(C)(C)C.[CH3:29][NH2:30], predict the reaction product. The product is: [CH:25]([NH:7][C:8]1[C:9]2[N:10]([C:14]([C:17]3[CH:22]=[CH:21][N:20]=[C:19]([NH:30][CH3:29])[N:18]=3)=[CH:15][N:16]=2)[CH:11]=[CH:12][N:13]=1)([CH3:26])[CH3:27]. (2) Given the reactants [Cl:1][C:2]1[C:10]([Cl:11])=[CH:9][CH:8]=[CH:7][C:3]=1[C:4]([OH:6])=O.[CH:12]12[CH2:18][CH:15]([CH2:16][CH2:17]1)[CH2:14][N:13]2[CH:19]([C:22]1[CH:23]=[N:24][C:25]([CH3:28])=[N:26][CH:27]=1)[CH2:20][NH2:21], predict the reaction product. The product is: [CH:12]12[CH2:18][CH:15]([CH2:16][CH2:17]1)[CH2:14][N:13]2[CH:19]([C:22]1[CH:27]=[N:26][C:25]([CH3:28])=[N:24][CH:23]=1)[CH2:20][NH:21][C:4](=[O:6])[C:3]1[CH:7]=[CH:8][CH:9]=[C:10]([Cl:11])[C:2]=1[Cl:1]. (3) The product is: [Br:2][C:3]1[CH:16]=[CH:15][C:6]([O:7][CH2:8][CH:9]2[CH2:10][CH2:11][N:12]([C:47]([C:43]3([C:42]([F:51])([F:50])[F:41])[CH2:46][CH2:45][CH2:44]3)=[O:48])[CH2:13][CH2:14]2)=[CH:5][C:4]=1[F:17]. Given the reactants Cl.[Br:2][C:3]1[CH:16]=[CH:15][C:6]([O:7][CH2:8][CH:9]2[CH2:14][CH2:13][NH:12][CH2:11][CH2:10]2)=[CH:5][C:4]=1[F:17].CCN(C(C)C)C(C)C.C1C=CC2N(O)N=NC=2C=1.C(Cl)CCl.[F:41][C:42]([F:51])([F:50])[C:43]1([C:47](O)=[O:48])[CH2:46][CH2:45][CH2:44]1, predict the reaction product. (4) Given the reactants [Cl:1][C:2]1[CH:9]=[C:8]([N:10]([CH2:16][C:17]2[CH:22]=[CH:21][CH:20]=[CH:19][C:18]=2[CH3:23])[C@H:11]2[CH2:15][CH2:14][NH:13][CH2:12]2)[CH:7]=[CH:6][C:3]=1[C:4]#[N:5].[NH:24]1[CH:28]=[C:27]([CH:29]=O)[N:26]=[CH:25]1, predict the reaction product. The product is: [Cl:1][C:2]1[CH:9]=[C:8]([N:10]([C@H:11]2[CH2:15][CH2:14][N:13]([CH2:29][C:27]3[N:26]=[CH:25][NH:24][CH:28]=3)[CH2:12]2)[CH2:16][C:17]2[CH:22]=[CH:21][CH:20]=[CH:19][C:18]=2[CH3:23])[CH:7]=[CH:6][C:3]=1[C:4]#[N:5].